From a dataset of Full USPTO retrosynthesis dataset with 1.9M reactions from patents (1976-2016). Predict the reactants needed to synthesize the given product. (1) Given the product [F:1][C:2]1[CH:7]=[C:6]([CH2:8][CH2:9][O:10][CH3:11])[CH:5]=[C:4]([F:12])[C:3]=1[C:13]1[N:18]=[C:17]([C:19]([O:21][CH3:22])=[O:20])[CH:16]=[CH:15][C:14]=1[F:23], predict the reactants needed to synthesize it. The reactants are: [F:1][C:2]1[CH:7]=[C:6](/[CH:8]=[CH:9]/[O:10][CH3:11])[CH:5]=[C:4]([F:12])[C:3]=1[C:13]1[N:18]=[C:17]([C:19]([O:21][CH3:22])=[O:20])[CH:16]=[CH:15][C:14]=1[F:23]. (2) Given the product [F:1][C:2]1[CH:7]=[CH:6][C:5]([C:8]2[C:13]([C:14]3[CH:15]=[CH:16][N:17]=[CH:18][CH:19]=3)=[C:12]([C:20]3[CH:25]=[CH:24][C:23]([F:26])=[CH:22][CH:21]=3)[N:11]=[C:10]3[N:27]([CH2:31][CH2:32][OH:33])[N:28]=[CH:29][C:9]=23)=[CH:4][CH:3]=1, predict the reactants needed to synthesize it. The reactants are: [F:1][C:2]1[CH:7]=[CH:6][C:5]([C:8]2[C:13]([C:14]3[CH:19]=[CH:18][N:17]=[CH:16][CH:15]=3)=[C:12]([C:20]3[CH:25]=[CH:24][C:23]([F:26])=[CH:22][CH:21]=3)[N:11]=[C:10]3[NH:27][N:28]=[CH:29][C:9]=23)=[CH:4][CH:3]=1.Br[CH2:31][CH2:32][OH:33].